This data is from Reaction yield outcomes from USPTO patents with 853,638 reactions. The task is: Predict the reaction yield, written as a fraction of the theoretical maximum amount of product (1.0 means a 100% yield; for example, 0.34 means a 34% yield). (1) The reactants are [C:1]([C:3]1[C:4]([NH2:9])=[N:5][CH:6]=[CH:7][CH:8]=1)#[CH:2].Cl.[N:11]1[CH:16]=[CH:15][CH:14]=[CH:13][C:12]=1[CH2:17][CH2:18][C:19]1[CH:24]=[CH:23][C:22]([CH2:25][C:26](Cl)=[N:27][OH:28])=[CH:21][CH:20]=1.C(N(CC)CC)C. The catalyst is O1CCCC1. The product is [N:11]1[CH:16]=[CH:15][CH:14]=[CH:13][C:12]=1[CH2:17][CH2:18][C:19]1[CH:24]=[CH:23][C:22]([CH2:25][C:26]2[CH:2]=[C:1]([C:3]3[C:4]([NH2:9])=[N:5][CH:6]=[CH:7][CH:8]=3)[O:28][N:27]=2)=[CH:21][CH:20]=1. The yield is 0.180. (2) The reactants are [CH3:1][C@H:2]1[C@H:6]([CH3:7])[CH2:5][C:4](=O)[CH2:3]1.[C:9]([CH2:11][C:12]([O:14][CH2:15][CH3:16])=[O:13])#[N:10].C([O-])(=O)C.[NH4+].C(O)(=O)C. The catalyst is C1(C)C=CC=CC=1. The product is [CH2:15]([O:14][C:12](=[O:13])[C:11]([C:9]#[N:10])=[C:4]1[CH2:3][C@@H:2]([CH3:1])[C@H:6]([CH3:7])[CH2:5]1)[CH3:16]. The yield is 0.930. (3) The reactants are F[C:2]1(F)[CH2:5][CH:4]([CH2:6][O:7][C:8]2[CH:16]=[C:15]3[C:11]([CH2:12][CH2:13][C:14]3=[O:17])=[CH:10][CH:9]=2)[CH2:3]1.[OH:19][C:20]1[CH:28]=[C:27]2C(CCC2=O)=[CH:22][CH:21]=1.C1(CO)CCC1. No catalyst specified. The product is [CH:4]1([CH2:6][O:7][C:8]2[CH:16]=[C:15]3[C:11]([CH2:12][C:13]4([CH2:27][CH2:28][C:20](=[O:19])[CH2:21][CH2:22]4)[C:14]3=[O:17])=[CH:10][CH:9]=2)[CH2:5][CH2:2][CH2:3]1. The yield is 0.580. (4) The reactants are C[O:2][C:3]([C:5]1[C:13]([NH:14][C:15]2[CH:20]=[CH:19][C:18]([Br:21])=[CH:17][C:16]=2[CH3:22])=[C:12]([F:23])[C:8]2[NH:9][CH:10]=[N:11][C:7]=2[CH:6]=1)=[O:4].[OH-].[Na+]. The catalyst is CO.C(OCC)(=O)C.O. The product is [F:23][C:12]1[C:8]2[NH:9][CH:10]=[N:11][C:7]=2[CH:6]=[C:5]([C:3]([OH:4])=[O:2])[C:13]=1[NH:14][C:15]1[CH:20]=[CH:19][C:18]([Br:21])=[CH:17][C:16]=1[CH3:22]. The yield is 0.950. (5) The reactants are [Cl:1][C:2]1[CH:7]=[CH:6][C:5]([C:8]2[S:9][C:10]3[C:11](=[O:31])[N:12]([C:17]4[CH:22]=[CH:21][C:20]([N:23]5[CH2:28][CH2:27][O:26][CH2:25][CH2:24]5)=[C:19]([O:29][CH3:30])[CH:18]=4)[CH2:13][CH2:14][C:15]=3[N:16]=2)=[CH:4][CH:3]=1.Cl.CCOCC. The catalyst is CO. The product is [ClH:1].[Cl:1][C:2]1[CH:3]=[CH:4][C:5]([C:8]2[S:9][C:10]3[C:11](=[O:31])[N:12]([C:17]4[CH:22]=[CH:21][C:20]([N:23]5[CH2:24][CH2:25][O:26][CH2:27][CH2:28]5)=[C:19]([O:29][CH3:30])[CH:18]=4)[CH2:13][CH2:14][C:15]=3[N:16]=2)=[CH:6][CH:7]=1. The yield is 0.570. (6) The reactants are C([O:8][C:9]1[CH:14]=[CH:13][C:12]([C:15]2[C:16](=[O:27])[N:17]([CH3:26])[C:18]([NH:21][CH2:22][CH:23]3[CH2:25][CH2:24]3)=[N:19][CH:20]=2)=[CH:11][C:10]=1[F:28])C1C=CC=CC=1. The catalyst is C(O)(C(F)(F)F)=O. The product is [CH:23]1([CH2:22][NH:21][C:18]2[N:17]([CH3:26])[C:16](=[O:27])[C:15]([C:12]3[CH:13]=[CH:14][C:9]([OH:8])=[C:10]([F:28])[CH:11]=3)=[CH:20][N:19]=2)[CH2:25][CH2:24]1. The yield is 0.820.